From a dataset of Forward reaction prediction with 1.9M reactions from USPTO patents (1976-2016). Predict the product of the given reaction. (1) Given the reactants [F:1][C:2]1[CH:10]=[CH:9][C:5]([C:6]([OH:8])=O)=[CH:4][C:3]=1[S:11][CH:12]1[CH2:17][CH2:16][CH:15]([CH2:18][C:19]([O:21][CH3:22])=[O:20])[CH2:14][CH2:13]1.CN(C(ON1N=NC2C=CC=NC1=2)=[N+](C)C)C.F[P-](F)(F)(F)(F)F.[Cl:47][C:48]1[CH:49]=[C:50]([CH:52]=[CH:53][C:54]=1[F:55])[NH2:51].CCN(C(C)C)C(C)C, predict the reaction product. The product is: [Cl:47][C:48]1[CH:49]=[C:50]([NH:51][C:6]([C:5]2[CH:9]=[CH:10][C:2]([F:1])=[C:3]([S:11][CH:12]3[CH2:17][CH2:16][CH:15]([CH2:18][C:19]([O:21][CH3:22])=[O:20])[CH2:14][CH2:13]3)[CH:4]=2)=[O:8])[CH:52]=[CH:53][C:54]=1[F:55]. (2) Given the reactants Cl.[NH2:2][CH2:3][C:4]1[CH:12]=[CH:11][CH:10]=[C:9]2[C:5]=1[C:6](=[O:22])[N:7]([CH:14]1[CH2:19][CH2:18][C:17](=[O:20])[NH:16][C:15]1=[O:21])[C:8]2=[O:13].C(N(C(C)C)CC)(C)C.[Cl:32][C:33]1[CH:41]=[CH:40][C:36]([C:37](Cl)=[O:38])=[CH:35][CH:34]=1, predict the reaction product. The product is: [Cl:32][C:33]1[CH:41]=[CH:40][C:36]([C:37]([NH:2][CH2:3][C:4]2[CH:12]=[CH:11][CH:10]=[C:9]3[C:5]=2[C:6](=[O:22])[N:7]([CH:14]2[CH2:19][CH2:18][C:17](=[O:20])[NH:16][C:15]2=[O:21])[C:8]3=[O:13])=[O:38])=[CH:35][CH:34]=1.